This data is from Reaction yield outcomes from USPTO patents with 853,638 reactions. The task is: Predict the reaction yield, written as a fraction of the theoretical maximum amount of product (1.0 means a 100% yield; for example, 0.34 means a 34% yield). (1) The reactants are [Cl:1][C:2]1[CH:7]=[CH:6][N:5]=[C:4]([N:8]2[CH2:19][CH2:18][N:17]3[C:10](=[CH:11][C:12]4[CH2:13][C:14]([CH3:21])([CH3:20])[CH2:15][C:16]=43)[C:9]2=[O:22])[C:3]=1[CH:23]=[O:24].CO.[BH4-].[Na+]. The catalyst is ClCCl. The product is [Cl:1][C:2]1[CH:7]=[CH:6][N:5]=[C:4]([N:8]2[CH2:19][CH2:18][N:17]3[C:10](=[CH:11][C:12]4[CH2:13][C:14]([CH3:21])([CH3:20])[CH2:15][C:16]=43)[C:9]2=[O:22])[C:3]=1[CH2:23][OH:24]. The yield is 0.770. (2) The reactants are [Cl:1][C:2]1[CH:10]=[CH:9][CH:8]=[C:7]2[C:3]=1[C:4]1([CH2:21][O:20][C:19]3[CH:22]=[C:23]4[C:27](=[CH:28][C:18]1=3)[CH2:26][CH2:25][O:24]4)[C:5](=[O:17])[N:6]2[CH2:11][C:12]([O:14]CC)=[O:13].O=C1C2(C3=CC4OCOC=4C=C3OC2)C2C(=CC=CC=2)N1CC(OCC)=O. No catalyst specified. The product is [Cl:1][C:2]1[CH:10]=[CH:9][CH:8]=[C:7]2[C:3]=1[C:4]1([CH2:21][O:20][C:19]3[CH:22]=[C:23]4[C:27](=[CH:28][C:18]1=3)[CH2:26][CH2:25][O:24]4)[C:5](=[O:17])[N:6]2[CH2:11][C:12]([OH:14])=[O:13]. The yield is 0.920. (3) The product is [CH:49]1([NH:54][C:30](=[O:31])[C:29]2[CH:33]=[CH:34][C:35]([CH3:36])=[C:27]([C:10]3[C:11]4[CH:17]=[CH:16][C:15](=[O:18])[N:14]([C:19]5[C:24]([F:25])=[CH:23][CH:22]=[CH:21][C:20]=5[F:26])[C:12]=4[N:13]=[C:8]([NH:7][CH2:6][CH2:5][CH2:4][N:3]([CH2:37][CH3:38])[CH2:1][CH3:2])[N:9]=3)[CH:28]=2)[CH2:50][CH2:51][CH2:52][CH2:53]1. The reactants are [CH2:1]([N:3]([CH2:37][CH3:38])[CH2:4][CH2:5][CH2:6][NH:7][C:8]1[N:9]=[C:10]([C:27]2[CH:28]=[C:29]([CH:33]=[CH:34][C:35]=2[CH3:36])[C:30](O)=[O:31])[C:11]2[CH:17]=[CH:16][C:15](=[O:18])[N:14]([C:19]3[C:24]([F:25])=[CH:23][CH:22]=[CH:21][C:20]=3[F:26])[C:12]=2[N:13]=1)[CH3:2].CN(C(ON1N=[N:54][C:49]2[CH:50]=[CH:51][CH:52]=[CH:53]C1=2)=[N+](C)C)C.F[P-](F)(F)(F)(F)F.C1(N)CCCC1. The catalyst is C(Cl)Cl. The yield is 0.470. (4) The reactants are [N:1]1[CH:6]=[CH:5][CH:4]=[CH:3][C:2]=1[C:7]([NH:9][C:10]1[C:11]([C:21]([OH:23])=O)=[N:12][N:13]([CH:15]2[CH2:20][CH2:19][CH2:18][CH2:17][O:16]2)[CH:14]=1)=[O:8].[OH:24][CH2:25][CH2:26][CH2:27][NH2:28].CCN=C=NCCCN(C)C.C1C=CC2N(O)N=NC=2C=1.C(=O)([O-])O.[Na+]. The catalyst is CN(C=O)C. The product is [OH:24][CH2:25][CH2:26][CH2:27][NH:28][C:21]([C:11]1[C:10]([NH:9][C:7]([C:2]2[CH:3]=[CH:4][CH:5]=[CH:6][N:1]=2)=[O:8])=[CH:14][N:13]([CH:15]2[CH2:20][CH2:19][CH2:18][CH2:17][O:16]2)[N:12]=1)=[O:23]. The yield is 0.990.